From a dataset of Forward reaction prediction with 1.9M reactions from USPTO patents (1976-2016). Predict the product of the given reaction. (1) Given the reactants [CH3:1][S:2]([O:5][C:6]1[CH:11]=[CH:10][C:9]([C:12]2([C:21]3[CH:26]=[CH:25][C:24]([F:27])=[C:23](Br)[CH:22]=3)[C:16](=[O:17])[N:15]([CH2:18][CH3:19])[C:14]([NH2:20])=[N:13]2)=[CH:8][CH:7]=1)(=[O:4])=[O:3].[Cl:29][C:30]1[CH:31]=[C:32](B(O)O)[CH:33]=[C:34]([Cl:36])[CH:35]=1.C(=O)([O-])[O-].[K+].[K+], predict the reaction product. The product is: [CH3:1][S:2]([O:5][C:6]1[CH:11]=[CH:10][C:9]([C:12]2([C:21]3[CH:22]=[C:23]([C:32]4[CH:31]=[C:30]([Cl:29])[CH:35]=[C:34]([Cl:36])[CH:33]=4)[C:24]([F:27])=[CH:25][CH:26]=3)[C:16](=[O:17])[N:15]([CH2:18][CH3:19])[C:14]([NH2:20])=[N:13]2)=[CH:8][CH:7]=1)(=[O:4])=[O:3]. (2) Given the reactants C[O:2][C:3](=[O:28])/[CH:4]=[CH:5]/[C:6]1[CH:7]=[C:8]2[C:24](=[CH:25][CH:26]=1)[O:23][C:11]1([CH2:14][N:13]([C:15](=[O:22])[C:16]3[CH:21]=[CH:20][CH:19]=[CH:18][CH:17]=3)[CH2:12]1)[CH2:10][C:9]2=[O:27].[OH-].[Na+], predict the reaction product. The product is: [C:15]([N:13]1[CH2:14][C:11]2([CH2:10][C:9](=[O:27])[C:8]3[C:24](=[CH:25][CH:26]=[C:6](/[CH:5]=[CH:4]/[C:3]([OH:28])=[O:2])[CH:7]=3)[O:23]2)[CH2:12]1)(=[O:22])[C:16]1[CH:21]=[CH:20][CH:19]=[CH:18][CH:17]=1. (3) Given the reactants [CH2:1]([OH:7])[C@@H:2]1[O:6][CH2:5][CH2:4][CH2:3]1.[C:8]1([CH3:18])[CH:13]=[CH:12][C:11]([S:14](Cl)(=[O:16])=[O:15])=[CH:10][CH:9]=1, predict the reaction product. The product is: [CH3:18][C:8]1[CH:13]=[CH:12][C:11]([S:14]([O:7][CH2:1][C@H:2]2[CH2:3][CH2:4][CH2:5][O:6]2)(=[O:16])=[O:15])=[CH:10][CH:9]=1. (4) The product is: [NH2:1][C:2]1[C:11]([O:16][CH3:15])=[N:10][C:9]2[C:4](=[CH:5][C:6]([CH3:14])=[C:7]([CH3:13])[CH:8]=2)[N:3]=1. Given the reactants [NH2:1][C:2]1[C:11](Cl)=[N:10][C:9]2[C:4](=[CH:5][C:6]([CH3:14])=[C:7]([CH3:13])[CH:8]=2)[N:3]=1.[CH3:15][O-:16].[Na+], predict the reaction product.